Dataset: Full USPTO retrosynthesis dataset with 1.9M reactions from patents (1976-2016). Task: Predict the reactants needed to synthesize the given product. (1) Given the product [CH:20]1([N:8]2[C:9]3[C:14](=[CH:13][CH:12]=[C:11]([F:17])[C:10]=3[O:18][CH3:19])[C:15](=[O:16])[C:6]([C:4]([OH:5])=[O:3])=[CH:7]2)[CH2:21][CH2:22]1, predict the reactants needed to synthesize it. The reactants are: C([O:3][C:4]([C:6]1[C:15](=[O:16])[C:14]2[C:9](=[C:10]([O:18][CH3:19])[C:11]([F:17])=[CH:12][CH:13]=2)[N:8]([CH:20]2[CH2:22][CH2:21]2)[CH:7]=1)=[O:5])C.OS(O)(=O)=O. (2) Given the product [CH3:41][O:40][C:39](=[O:44])[CH2:38][C:25](=[O:27])[C@H:24]([N:23]([C:21]([O:20][C:16]([CH3:17])([CH3:18])[CH3:19])=[O:22])[CH3:37])[CH2:28][C:29]1[CH:34]=[CH:33][C:32]([Cl:35])=[C:31]([Cl:36])[CH:30]=1, predict the reactants needed to synthesize it. The reactants are: C1(N=C=NC2CCCCC2)CCCCC1.[C:16]([O:20][C:21]([N:23]([CH3:37])[C@H:24]([CH2:28][C:29]1[CH:34]=[CH:33][C:32]([Cl:35])=[C:31]([Cl:36])[CH:30]=1)[C:25]([OH:27])=O)=[O:22])([CH3:19])([CH3:18])[CH3:17].[CH3:38][C:39]1(C)[O:44]C(=O)C[C:41](=O)[O:40]1. (3) Given the product [NH:1]1[CH2:6][CH2:5][CH:4]([CH2:7][CH2:8][CH2:9][OH:10])[CH2:3][CH2:2]1, predict the reactants needed to synthesize it. The reactants are: [N:1]1[CH:6]=[CH:5][C:4]([CH2:7][CH2:8][CH2:9][OH:10])=[CH:3][CH:2]=1.[H][H]. (4) The reactants are: [CH:1]([C:4]1[S:5][CH:6]=[C:7]([C:9]([N:11]2[CH2:16][C:15]3([CH2:21][CH2:20][N:19](C(OC(C)(C)C)=O)[CH2:18][CH2:17]3)[O:14][CH2:13][CH2:12]2)=[O:10])[N:8]=1)([CH3:3])[CH3:2].[ClH:29]. Given the product [ClH:29].[CH:1]([C:4]1[S:5][CH:6]=[C:7]([C:9]([N:11]2[CH2:16][C:15]3([CH2:17][CH2:18][NH:19][CH2:20][CH2:21]3)[O:14][CH2:13][CH2:12]2)=[O:10])[N:8]=1)([CH3:3])[CH3:2], predict the reactants needed to synthesize it. (5) Given the product [ClH:20].[CH3:17][NH:16][C:15]([C:12]1[CH:13]=[CH:14][C:9]([CH2:8][CH2:7][C:6]([OH:19])=[O:5])=[N:10][CH:11]=1)=[O:18], predict the reactants needed to synthesize it. The reactants are: C([O:5][C:6](=[O:19])[CH2:7][CH2:8][C:9]1[CH:14]=[CH:13][C:12]([C:15](=[O:18])[NH:16][CH3:17])=[CH:11][N:10]=1)(C)(C)C.[ClH:20]. (6) Given the product [C:16]1([C:15]#[C:14][C:11]2[CH:12]=[CH:13][C:8]3[N:7]=[C:27]([C:32]4[CH:37]=[CH:36][CH:35]=[C:34]([C:46]([F:49])([F:48])[F:47])[CH:33]=4)[CH2:28][C:29](=[O:31])[NH:22][C:9]=3[CH:10]=2)[CH:21]=[CH:20][CH:19]=[CH:18][CH:17]=1, predict the reactants needed to synthesize it. The reactants are: C(OC(=O)[NH:7][C:8]1[CH:13]=[CH:12][C:11]([C:14]#[C:15][C:16]2[CH:21]=[CH:20][CH:19]=[CH:18][CH:17]=2)=[CH:10][C:9]=1[NH2:22])(C)(C)C.CC1(C)O[C:29](=[O:31])[CH:28]=[C:27]([C:32]2[CH:37]=[CH:36][CH:35]=[C:34](OC(F)(F)F)[CH:33]=2)O1.C(O)([C:46]([F:49])([F:48])[F:47])=O. (7) Given the product [CH3:15][OH:17].[NH4+:2].[OH-:29].[NH2:27][C:22]1[N:23]=[C:24]([CH3:26])[N:25]=[C:20]([C:19]2[N:12]3[CH:13]=[CH:14][C:15]([O:17][CH3:18])=[CH:16][C:11]3=[N:10][C:9]=2[NH:7][C:4]2[CH:5]=[CH:6][NH:2][N:3]=2)[N:21]=1, predict the reactants needed to synthesize it. The reactants are: O.[NH:2]1[CH:6]=[CH:5][C:4]([NH2:7])=[N:3]1.Cl[C:9]1[N:10]=[C:11]2[CH:16]=[C:15]([O:17][CH3:18])[CH:14]=[CH:13][N:12]2[C:19]=1[C:20]1[N:25]=[C:24]([CH3:26])[N:23]=[C:22]([NH2:27])[N:21]=1.C(=O)([O-])[O-:29].[Cs+].[Cs+].